Dataset: Catalyst prediction with 721,799 reactions and 888 catalyst types from USPTO. Task: Predict which catalyst facilitates the given reaction. Reactant: C1(P(C2C=CC=CC=2)C2C=CC=CC=2)C=CC=CC=1.[N:20]([CH2:23][C:24]1[CH:29]=[C:28]([Cl:30])[CH:27]=[CH:26][C:25]=1[CH:31]([NH:36][C:37]1[CH:42]=[CH:41][C:40]([O:43][CH3:44])=[CH:39][CH:38]=1)[C:32]([F:35])([F:34])[F:33])=[N+]=[N-].C(Cl)CCl.[C:49]([N:56]1[CH2:63][CH2:62][CH2:61][C@H:57]1[C:58](O)=[O:59])([O:51][C:52]([CH3:55])([CH3:54])[CH3:53])=[O:50].C1C=NC2N(O)N=NC=2C=1. Product: [Cl:30][C:28]1[CH:27]=[CH:26][C:25]([CH:31]([NH:36][C:37]2[CH:42]=[CH:41][C:40]([O:43][CH3:44])=[CH:39][CH:38]=2)[C:32]([F:35])([F:34])[F:33])=[C:24]([CH:29]=1)[CH2:23][NH:20][C:58](=[O:59])[C@@H:57]1[CH2:61][CH2:62][CH2:63][N:56]1[C:49]([O:51][C:52]([CH3:54])([CH3:53])[CH3:55])=[O:50]. The catalyst class is: 136.